This data is from NCI-60 drug combinations with 297,098 pairs across 59 cell lines. The task is: Regression. Given two drug SMILES strings and cell line genomic features, predict the synergy score measuring deviation from expected non-interaction effect. (1) Drug 1: CN1C2=C(C=C(C=C2)N(CCCl)CCCl)N=C1CCCC(=O)O.Cl. Drug 2: CC1CCC2CC(C(=CC=CC=CC(CC(C(=O)C(C(C(=CC(C(=O)CC(OC(=O)C3CCCCN3C(=O)C(=O)C1(O2)O)C(C)CC4CCC(C(C4)OC)O)C)C)O)OC)C)C)C)OC. Cell line: NCI-H460. Synergy scores: CSS=-1.73, Synergy_ZIP=1.50, Synergy_Bliss=1.83, Synergy_Loewe=-1.30, Synergy_HSA=-0.705. (2) Synergy scores: CSS=-16.1, Synergy_ZIP=8.74, Synergy_Bliss=3.82, Synergy_Loewe=-2.45, Synergy_HSA=-8.54. Drug 1: C1CN1P(=S)(N2CC2)N3CC3. Drug 2: CC1=C(C=C(C=C1)C(=O)NC2=CC(=CC(=C2)C(F)(F)F)N3C=C(N=C3)C)NC4=NC=CC(=N4)C5=CN=CC=C5. Cell line: CAKI-1. (3) Drug 1: CC1C(C(CC(O1)OC2CC(CC3=C2C(=C4C(=C3O)C(=O)C5=C(C4=O)C(=CC=C5)OC)O)(C(=O)C)O)N)O.Cl. Drug 2: C1CNP(=O)(OC1)N(CCCl)CCCl. Cell line: ACHN. Synergy scores: CSS=36.6, Synergy_ZIP=8.47, Synergy_Bliss=7.24, Synergy_Loewe=-34.7, Synergy_HSA=5.04.